This data is from Forward reaction prediction with 1.9M reactions from USPTO patents (1976-2016). The task is: Predict the product of the given reaction. (1) Given the reactants [Si]([O:8][CH2:9]/[CH:10]=[CH:11]\[CH2:12][O:13][C:14]1[C:15]([O:34][CH3:35])=[CH:16][CH:17]=[C:18]2[C:23]=1[O:22][C:21](=[O:24])[CH:20]=[C:19]2[NH:25][C:26]1[C:31]([Cl:32])=[CH:30][N:29]=[CH:28][C:27]=1[Cl:33])(C(C)(C)C)(C)C.CCCC[N+](CCCC)(CCCC)CCCC.[F-], predict the reaction product. The product is: [Cl:33][C:27]1[CH:28]=[N:29][CH:30]=[C:31]([Cl:32])[C:26]=1[NH:25][C:19]1[C:18]2[C:23](=[C:14]([O:13][CH2:12]/[CH:11]=[CH:10]\[CH2:9][OH:8])[C:15]([O:34][CH3:35])=[CH:16][CH:17]=2)[O:22][C:21](=[O:24])[CH:20]=1. (2) Given the reactants [OH:1][C@H:2]1[CH2:6][N:5]([C:7]([O:9][CH2:10][C:11]2[CH:16]=[CH:15][CH:14]=[CH:13][CH:12]=2)=[O:8])[C@H:4]([C:17]([O:19][CH3:20])=[O:18])[CH2:3]1.[CH3:21]I.[H-].[Na+], predict the reaction product. The product is: [CH3:21][O:1][CH:2]1[CH2:6][N:5]([C:7]([O:9][CH2:10][C:11]2[CH:12]=[CH:13][CH:14]=[CH:15][CH:16]=2)=[O:8])[CH:4]([C:17]([O:19][CH3:20])=[O:18])[CH2:3]1. (3) Given the reactants Br[CH:2]([C:6]1[CH:11]=[CH:10][C:9]([Br:12])=[CH:8][C:7]=1[F:13])[C:3]([NH2:5])=[O:4].Cl.[CH2:15]([N:17]1[CH2:22][C:21]2([CH2:27][CH2:26][NH:25][CH2:24][CH2:23]2)[O:20][CH2:19][C:18]1=[O:28])[CH3:16].C(=O)([O-])[O-].[K+].[K+], predict the reaction product. The product is: [Br:12][C:9]1[CH:10]=[CH:11][C:6]([CH:2]([N:25]2[CH2:26][CH2:27][C:21]3([O:20][CH2:19][C:18](=[O:28])[N:17]([CH2:15][CH3:16])[CH2:22]3)[CH2:23][CH2:24]2)[C:3]([NH2:5])=[O:4])=[C:7]([F:13])[CH:8]=1.